Task: Regression. Given two drug SMILES strings and cell line genomic features, predict the synergy score measuring deviation from expected non-interaction effect.. Dataset: NCI-60 drug combinations with 297,098 pairs across 59 cell lines (1) Drug 1: COC1=CC(=CC(=C1O)OC)C2C3C(COC3=O)C(C4=CC5=C(C=C24)OCO5)OC6C(C(C7C(O6)COC(O7)C8=CC=CS8)O)O. Drug 2: C1=CC(=CC=C1C#N)C(C2=CC=C(C=C2)C#N)N3C=NC=N3. Cell line: OVCAR-5. Synergy scores: CSS=17.0, Synergy_ZIP=-6.06, Synergy_Bliss=2.30, Synergy_Loewe=-12.3, Synergy_HSA=2.22. (2) Drug 1: C1=NC2=C(N=C(N=C2N1C3C(C(C(O3)CO)O)F)Cl)N. Drug 2: C#CCC(CC1=CN=C2C(=N1)C(=NC(=N2)N)N)C3=CC=C(C=C3)C(=O)NC(CCC(=O)O)C(=O)O. Cell line: MDA-MB-435. Synergy scores: CSS=51.3, Synergy_ZIP=6.39, Synergy_Bliss=3.18, Synergy_Loewe=-20.8, Synergy_HSA=-0.680. (3) Cell line: KM12. Synergy scores: CSS=5.39, Synergy_ZIP=12.6, Synergy_Bliss=14.7, Synergy_Loewe=12.1, Synergy_HSA=12.9. Drug 2: CS(=O)(=O)CCNCC1=CC=C(O1)C2=CC3=C(C=C2)N=CN=C3NC4=CC(=C(C=C4)OCC5=CC(=CC=C5)F)Cl. Drug 1: CC1=C2C(C(=O)C3(C(CC4C(C3C(C(C2(C)C)(CC1OC(=O)C(C(C5=CC=CC=C5)NC(=O)OC(C)(C)C)O)O)OC(=O)C6=CC=CC=C6)(CO4)OC(=O)C)O)C)O. (4) Drug 1: C1=CC(=CC=C1CCC2=CNC3=C2C(=O)NC(=N3)N)C(=O)NC(CCC(=O)O)C(=O)O. Drug 2: C1CN(P(=O)(OC1)NCCCl)CCCl. Cell line: SK-MEL-2. Synergy scores: CSS=15.1, Synergy_ZIP=-2.64, Synergy_Bliss=-1.25, Synergy_Loewe=-27.9, Synergy_HSA=-1.86. (5) Drug 1: C1CCN(CC1)CCOC2=CC=C(C=C2)C(=O)C3=C(SC4=C3C=CC(=C4)O)C5=CC=C(C=C5)O. Drug 2: CCCCCOC(=O)NC1=NC(=O)N(C=C1F)C2C(C(C(O2)C)O)O. Cell line: HT29. Synergy scores: CSS=-10.0, Synergy_ZIP=3.30, Synergy_Bliss=-1.31, Synergy_Loewe=-6.89, Synergy_HSA=-6.34. (6) Drug 1: C1=C(C(=O)NC(=O)N1)N(CCCl)CCCl. Drug 2: CC1C(C(CC(O1)OC2CC(CC3=C2C(=C4C(=C3O)C(=O)C5=CC=CC=C5C4=O)O)(C(=O)C)O)N)O. Cell line: MCF7. Synergy scores: CSS=45.8, Synergy_ZIP=-7.61, Synergy_Bliss=-7.95, Synergy_Loewe=0.253, Synergy_HSA=1.43.